From a dataset of Catalyst prediction with 721,799 reactions and 888 catalyst types from USPTO. Predict which catalyst facilitates the given reaction. Reactant: [N+:1]([C:4]1[CH:9]=[CH:8][C:7]([S:10][CH:11]2[CH2:16][CH2:15][N:14]([C:17]([O:19]C(C)(C)C)=O)[CH2:13][CH2:12]2)=[CH:6][CH:5]=1)([O-:3])=[O:2].[N:24]1([C:29]2[CH:34]=[CH:33][C:32]([CH2:35]C(O)=O)=[CH:31][CH:30]=2)[CH:28]=[N:27][N:26]=[N:25]1.C(Cl)CCl.C1C=CC2N(O)N=NC=2C=1.C(N(CC)CC)C. Product: [N+:1]([C:4]1[CH:5]=[CH:6][C:7]([S:10][CH:11]2[CH2:12][CH2:13][N:14]([C:17](=[O:19])[CH2:35][C:32]3[CH:33]=[CH:34][C:29]([N:24]4[CH:28]=[N:27][N:26]=[N:25]4)=[CH:30][CH:31]=3)[CH2:15][CH2:16]2)=[CH:8][CH:9]=1)([O-:3])=[O:2]. The catalyst class is: 2.